From a dataset of Forward reaction prediction with 1.9M reactions from USPTO patents (1976-2016). Predict the product of the given reaction. (1) Given the reactants [S:1]1[C:5]2[CH:6]=[CH:7][CH:8]=[CH:9][C:4]=2[C:3]([N:10]2[CH2:15][CH2:14][N:13]([CH2:16][CH2:17][C:18]3[CH:23]=[CH:22][C:21]([NH2:24])=[CH:20][CH:19]=3)[CH2:12][CH2:11]2)=[N:2]1.C(N(CC)CC)C.[N:32]1[CH:37]=[CH:36][N:35]=[CH:34][C:33]=1[C:38](Cl)=[O:39], predict the reaction product. The product is: [S:1]1[C:5]2[CH:6]=[CH:7][CH:8]=[CH:9][C:4]=2[C:3]([N:10]2[CH2:11][CH2:12][N:13]([CH2:16][CH2:17][C:18]3[CH:19]=[CH:20][C:21]([NH:24][C:38]([C:33]4[CH:34]=[N:35][CH:36]=[CH:37][N:32]=4)=[O:39])=[CH:22][CH:23]=3)[CH2:14][CH2:15]2)=[N:2]1. (2) The product is: [CH2:20]1[O:21][CH:15]([C:14]2[CH:17]=[CH:18][C:11]([O:10][C:7]3[CH:6]=[CH:5][C:4]([N+:1]([O-:3])=[O:2])=[CH:9][N:8]=3)=[CH:12][CH:13]=2)[O:16][CH2:19]1. Given the reactants [N+:1]([C:4]1[CH:5]=[CH:6][C:7]([O:10][C:11]2[CH:18]=[CH:17][C:14]([CH:15]=[O:16])=[CH:13][CH:12]=2)=[N:8][CH:9]=1)([O-:3])=[O:2].[CH2:19](O)[CH2:20][OH:21].C1(C)C=CC(S(O)(=O)=O)=CC=1, predict the reaction product. (3) Given the reactants [Br:1][C:2]1[CH:3]=[C:4]([NH:8][C:9]([NH2:11])=[S:10])[CH:5]=[CH:6][CH:7]=1.CO[CH:14](OC)[N:15]([CH3:17])[CH3:16], predict the reaction product. The product is: [Br:1][C:2]1[CH:3]=[C:4]([NH:8][C:9](/[N:11]=[CH:14]/[N:15]([CH3:17])[CH3:16])=[S:10])[CH:5]=[CH:6][CH:7]=1. (4) Given the reactants [CH3:1][NH:2][C:3]1[CH:8]=[CH:7][C:6]([Br:9])=[CH:5][C:4]=1[CH3:10].[H-].[Na+].[CH3:13][O:14][C:15]1[CH:22]=[CH:21][C:18]([CH2:19]Cl)=[CH:17][CH:16]=1, predict the reaction product. The product is: [CH3:1][N:2]([CH2:19][C:18]1[CH:21]=[CH:22][C:15]([O:14][CH3:13])=[CH:16][CH:17]=1)[C:3]1[CH:8]=[CH:7][C:6]([Br:9])=[CH:5][C:4]=1[CH3:10]. (5) Given the reactants [CH3:1][N:2]1[CH:9]2[CH:5]([N:6]([C:10]3[CH:15]=[CH:14][C:13]([NH2:16])=[CH:12][CH:11]=3)[CH2:7][CH2:8]2)[CH2:4][CH2:3]1.[C:17]([N:24]1[CH:28]=[CH:27]N=[CH:25]1)(N1C=CN=C1)=[O:18].[Cl:29][C:30]1[CH:35]=[CH:34][C:33]([CH:36]2CCNC[CH2:37]2)=[CH:32][CH:31]=1, predict the reaction product. The product is: [CH3:1][N:2]1[CH:9]2[CH:5]([N:6]([C:10]3[CH:15]=[CH:14][C:13]([NH:16][C:17]([N:24]4[CH2:25][CH2:37][CH:36]([C:33]5[CH:34]=[CH:35][C:30]([Cl:29])=[CH:31][CH:32]=5)[CH2:27][CH2:28]4)=[O:18])=[CH:12][CH:11]=3)[CH2:7][CH2:8]2)[CH2:4][CH2:3]1. (6) Given the reactants C([O:3][C:4]([C:6]1([S:20]([C:23]2[CH:28]=[CH:27][C:26]([O:29][CH3:30])=[CH:25][CH:24]=2)(=[O:22])=[O:21])[CH2:11][CH2:10][N:9]([CH:12]2[CH2:19][CH2:18][CH2:17][CH2:16][CH2:15][CH2:14][CH2:13]2)[CH2:8][CH2:7]1)=[O:5])C, predict the reaction product. The product is: [CH:12]1([N:9]2[CH2:10][CH2:11][C:6]([S:20]([C:23]3[CH:24]=[CH:25][C:26]([O:29][CH3:30])=[CH:27][CH:28]=3)(=[O:22])=[O:21])([C:4]([OH:5])=[O:3])[CH2:7][CH2:8]2)[CH2:19][CH2:18][CH2:17][CH2:16][CH2:15][CH2:14][CH2:13]1. (7) Given the reactants C[O:2][C:3](=[O:40])[CH2:4][CH2:5][NH:6][C:7](=[O:39])[C:8]1[CH:13]=[CH:12][C:11]([O:14][CH:15]([C:23]2[CH:28]=[CH:27][C:26]([C:29]3[CH:34]=[CH:33][C:32]([C:35]([F:38])([F:37])[F:36])=[CH:31][CH:30]=3)=[CH:25][CH:24]=2)[CH2:16][CH:17]2[CH2:22][CH2:21][CH2:20][CH2:19][CH2:18]2)=[CH:10][CH:9]=1.[Li+].[OH-].Cl, predict the reaction product. The product is: [CH:17]1([CH2:16][CH:15]([C:23]2[CH:24]=[CH:25][C:26]([C:29]3[CH:34]=[CH:33][C:32]([C:35]([F:36])([F:37])[F:38])=[CH:31][CH:30]=3)=[CH:27][CH:28]=2)[O:14][C:11]2[CH:12]=[CH:13][C:8]([C:7]([NH:6][CH2:5][CH2:4][C:3]([OH:40])=[O:2])=[O:39])=[CH:9][CH:10]=2)[CH2:22][CH2:21][CH2:20][CH2:19][CH2:18]1. (8) Given the reactants [CH2:1]([C:3]1[CH:8]=[CH:7][N:6]=[C:5]([CH:9]([CH2:14][C:15]2[CH:23]=[C:22]([CH3:24])[C:21]3[C:17](=[CH:18][N:19]([CH2:25][O:26][CH2:27][CH2:28][Si:29]([CH3:32])([CH3:31])[CH3:30])[N:20]=3)[CH:16]=2)[CH2:10][C:11]([OH:13])=O)[CH:4]=1)[CH3:2].N1([C:39]2[C:48]3[C:43](=[CH:44][CH:45]=[CH:46][CH:47]=3)[NH:42][C:41](=[O:49])[N:40]=2)CCCCC1.C(N(CC)CC)C.CCOP(ON1N=[N:75][C:70]2C=[CH:72][CH:73]=[CH:74][C:69]=2C1=O)(OCC)=O, predict the reaction product. The product is: [CH2:1]([C:3]1[CH:8]=[CH:7][N:6]=[C:5]([CH:9]([CH2:14][C:15]2[CH:23]=[C:22]([CH3:24])[C:21]3[C:17](=[CH:18][N:19]([CH2:25][O:26][CH2:27][CH2:28][Si:29]([CH3:32])([CH3:31])[CH3:30])[N:20]=3)[CH:16]=2)[CH2:10][C:11]([N:75]2[CH2:72][CH2:73][CH:74]([N:40]3[CH2:39][C:48]4[C:43](=[CH:44][CH:45]=[CH:46][CH:47]=4)[NH:42][C:41]3=[O:49])[CH2:69][CH2:70]2)=[O:13])[CH:4]=1)[CH3:2]. (9) Given the reactants Br[CH:2]([CH2:8]Br)[C:3]([O:5][CH2:6][CH3:7])=[O:4].[CH2:10]([NH:17][CH2:18][CH2:19][NH:20][CH2:21][C:22]1[CH:27]=[CH:26][CH:25]=[CH:24][CH:23]=1)[C:11]1[CH:16]=[CH:15][CH:14]=[CH:13][CH:12]=1.CCN(C(C)C)C(C)C, predict the reaction product. The product is: [CH2:10]([N:17]1[CH2:18][CH2:19][N:20]([CH2:21][C:22]2[CH:27]=[CH:26][CH:25]=[CH:24][CH:23]=2)[CH2:8][CH:2]1[C:3]([O:5][CH2:6][CH3:7])=[O:4])[C:11]1[CH:12]=[CH:13][CH:14]=[CH:15][CH:16]=1.